Dataset: Reaction yield outcomes from USPTO patents with 853,638 reactions. Task: Predict the reaction yield, written as a fraction of the theoretical maximum amount of product (1.0 means a 100% yield; for example, 0.34 means a 34% yield). (1) The reactants are [NH:1]1[CH2:6][CH2:5][CH2:4][CH2:3][C:2]1=[O:7].CCN(CC)CC.[CH3:15][C:16]([O:19][C:20](O[C:20]([O:19][C:16]([CH3:18])([CH3:17])[CH3:15])=[O:21])=[O:21])([CH3:18])[CH3:17]. The catalyst is C(Cl)Cl.CN(C1C=CN=CC=1)C. The product is [O:7]=[C:2]1[CH2:3][CH2:4][CH2:5][CH2:6][N:1]1[C:20]([O:19][C:16]([CH3:18])([CH3:17])[CH3:15])=[O:21]. The yield is 0.910. (2) The reactants are [C:1]1(=[O:6])[O:5][CH2:4][CH2:3][O:2]1.[C:7]([OH:13])(=[O:12])[C:8]([CH3:11])([CH3:10])[CH3:9].[N-](S(C(F)(F)F)(=O)=O)S(C(F)(F)F)(=O)=O.C([N+](CCCCCCCC)(CCCCCCCC)CCCCCCCC)CCCCCCC. No catalyst specified. The product is [C:8]([C:7]([O:13][CH:3]1[CH2:4][O:5][C:1](=[O:6])[O:2]1)=[O:12])([CH3:11])([CH3:10])[CH3:9]. The yield is 0.180. (3) The reactants are [C:1]([O:5][C:6]([N:8]1[CH2:13][CH2:12][C:11]([CH2:16][O:17][CH2:18][C:19]2[CH:24]=[CH:23][CH:22]=[CH:21][CH:20]=2)([CH:14]=O)[CH2:10][CH2:9]1)=[O:7])([CH3:4])([CH3:3])[CH3:2].[F:25][C:26]([F:30])([F:29])[CH2:27][NH2:28].CC(O)=O.[BH3-]C#N.[Na+]. The catalyst is C(O)C.CC(O[Ti](OC(C)C)(OC(C)C)OC(C)C)C. The product is [C:1]([O:5][C:6]([N:8]1[CH2:13][CH2:12][C:11]([CH2:16][O:17][CH2:18][C:19]2[CH:24]=[CH:23][CH:22]=[CH:21][CH:20]=2)([CH2:14][NH:28][CH2:27][C:26]([F:30])([F:29])[F:25])[CH2:10][CH2:9]1)=[O:7])([CH3:3])([CH3:4])[CH3:2]. The yield is 0.250. (4) The reactants are [N+:1]([C:4]1[CH:11]=[CH:10][C:7]([CH:8]=[O:9])=[C:6]([O:12][CH3:13])[CH:5]=1)([O-:3])=[O:2].CC1C=CC(S([CH2:24][N+:25]#[C-:26])(=O)=O)=CC=1.C([O-])([O-])=O.[K+].[K+].CO. The catalyst is O. The product is [N+:1]([C:4]1[CH:11]=[CH:10][C:7]([C:8]2[O:9][CH:26]=[N:25][CH:24]=2)=[C:6]([O:12][CH3:13])[CH:5]=1)([O-:3])=[O:2]. The yield is 0.840. (5) The reactants are [C:1]([C:3]1[CH:8]=[CH:7][C:6]([C@@H:9]2[C:14]([C:15]#[N:16])=[C:13]([CH3:17])[N:12]([C:18]3[CH:23]=[CH:22][CH:21]=[C:20]([C:24]([F:27])([F:26])[F:25])[CH:19]=3)[C:11](=[O:28])[NH:10]2)=[C:5]([S:29]([CH3:32])(=[O:31])=[O:30])[CH:4]=1)#[N:2].[H-].[Na+].[Cl:35][CH2:36][S:37](Cl)(=[O:39])=[O:38]. No catalyst specified. The product is [C:1]([C:3]1[CH:8]=[CH:7][C:6]([C@@H:9]2[C:14]([C:15]#[N:16])=[C:13]([CH3:17])[N:12]([C:18]3[CH:23]=[CH:22][CH:21]=[C:20]([C:24]([F:27])([F:26])[F:25])[CH:19]=3)[C:11](=[O:28])[N:10]2[S:37]([CH2:36][Cl:35])(=[O:39])=[O:38])=[C:5]([S:29]([CH3:32])(=[O:31])=[O:30])[CH:4]=1)#[N:2]. The yield is 0.690. (6) The reactants are [Br:1][C:2]1[CH:22]=[CH:21][C:5]2[NH:6][C:7]([CH2:9][O:10][C:11]3[CH:16]=[CH:15][C:14]([C:17]([F:20])([F:19])[F:18])=[CH:13][CH:12]=3)=[N:8][C:4]=2[CH:3]=1.[CH3:23][C:24]([O:27][C:28](O[C:28]([O:27][C:24]([CH3:26])([CH3:25])[CH3:23])=[O:29])=[O:29])([CH3:26])[CH3:25].CCN(CC)CC. The catalyst is CN(C1C=CN=CC=1)C.C(Cl)Cl. The product is [C:24]([O:27][C:28]([N:6]1[C:5]2[CH:21]=[CH:22][C:2]([Br:1])=[CH:3][C:4]=2[N:8]=[C:7]1[CH2:9][O:10][C:11]1[CH:12]=[CH:13][C:14]([C:17]([F:19])([F:20])[F:18])=[CH:15][CH:16]=1)=[O:29])([CH3:26])([CH3:25])[CH3:23]. The yield is 0.970. (7) The reactants are I[CH2:2][C@@H:3]([CH3:16])[CH2:4][N:5]1[C:10]2[CH:11]=[CH:12][CH:13]=[CH:14][C:9]=2[S:8][CH2:7][C:6]1=[O:15].[CH2:17]([CH:21]1[CH2:27][CH:26]2[NH:28][CH:23]([CH2:24][CH2:25]2)[CH2:22]1)[CH2:18][CH2:19][CH3:20]. The catalyst is CC#N. The product is [CH2:17]([CH:21]1[CH2:22][CH:23]2[N:28]([CH2:2][C@@H:3]([CH3:16])[CH2:4][N:5]3[C:10]4[CH:11]=[CH:12][CH:13]=[CH:14][C:9]=4[S:8][CH2:7][C:6]3=[O:15])[CH:26]([CH2:25][CH2:24]2)[CH2:27]1)[CH2:18][CH2:19][CH3:20]. The yield is 0.400. (8) The reactants are [CH:1]([N:4]1[C:8]2[CH:9]=[CH:10][CH:11]=[CH:12][C:7]=2[NH:6][C:5]1=[O:13])([CH3:3])[CH3:2].C(N(CC)CC)C.Cl[C:22](Cl)([O:24]C(=O)OC(Cl)(Cl)Cl)Cl.[NH2:33][CH2:34][CH:35]1[CH2:40][CH2:39][N:38]([CH2:41][C:42]2([OH:48])[CH2:47][CH2:46][O:45][CH2:44][CH2:43]2)[CH2:37][CH2:36]1.C([O-])(O)=O.[Na+]. The catalyst is O1CCCC1. The product is [OH:48][C:42]1([CH2:41][N:38]2[CH2:39][CH2:40][CH:35]([CH2:34][NH:33][C:22]([N:6]3[C:7]4[CH:12]=[CH:11][CH:10]=[CH:9][C:8]=4[N:4]([CH:1]([CH3:3])[CH3:2])[C:5]3=[O:13])=[O:24])[CH2:36][CH2:37]2)[CH2:47][CH2:46][O:45][CH2:44][CH2:43]1. The yield is 0.670. (9) The reactants are [OH-].[K+].C(=O)(OC)[O:4][C:5]1[CH:10]=[C:9]([N+:11]([O-:13])=[O:12])[C:8]([C:14]([CH3:17])([CH3:16])[CH3:15])=[CH:7][C:6]=1[Cl:18].Cl. The catalyst is CO. The product is [C:14]([C:8]1[C:9]([N+:11]([O-:13])=[O:12])=[CH:10][C:5]([OH:4])=[C:6]([Cl:18])[CH:7]=1)([CH3:17])([CH3:15])[CH3:16]. The yield is 0.680.